From a dataset of Peptide-MHC class I binding affinity with 185,985 pairs from IEDB/IMGT. Regression. Given a peptide amino acid sequence and an MHC pseudo amino acid sequence, predict their binding affinity value. This is MHC class I binding data. The peptide sequence is HSRRSRRSL. The MHC is HLA-B18:01 with pseudo-sequence HLA-B18:01. The binding affinity (normalized) is 0.0847.